Predict the reactants needed to synthesize the given product. From a dataset of Full USPTO retrosynthesis dataset with 1.9M reactions from patents (1976-2016). (1) Given the product [CH3:49][S:46]([C:43]1[CH:42]=[CH:41][C:40]([C:22]2[S:21][C:20]3[CH:50]=[C:16]([OH:15])[CH:17]=[CH:18][C:19]=3[C:23]=2[O:24][C:25]2[CH:39]=[CH:38][C:28]([O:29][CH2:30][CH2:31][N:32]3[CH2:37][CH2:36][CH2:35][CH2:34][CH2:33]3)=[CH:27][CH:26]=2)=[CH:45][CH:44]=1)(=[O:47])=[O:48], predict the reactants needed to synthesize it. The reactants are: FC(F)(F)C(O)=O.C([O:15][C:16]1[CH:17]=[CH:18][C:19]2[C:23]([O:24][C:25]3[CH:39]=[CH:38][C:28]([O:29][CH2:30][CH2:31][N:32]4[CH2:37][CH2:36][CH2:35][CH2:34][CH2:33]4)=[CH:27][CH:26]=3)=[C:22]([C:40]3[CH:45]=[CH:44][C:43]([S:46]([CH3:49])(=[O:48])=[O:47])=[CH:42][CH:41]=3)[S:21][C:20]=2[CH:50]=1)C1C=CC=CC=1.C([O-])=O.[NH4+]. (2) Given the product [Cl:1][C:2]1[N:19]=[CH:18][CH:17]=[C:16]([O:22][CH3:21])[C:3]=1[C:4]([NH:6][CH2:7][C:8]1[CH:13]=[CH:12][C:11]([F:14])=[C:10]([F:15])[CH:9]=1)=[O:5], predict the reactants needed to synthesize it. The reactants are: [Cl:1][C:2]1[N:19]=[CH:18][CH:17]=[C:16](I)[C:3]=1[C:4]([NH:6][CH2:7][C:8]1[CH:13]=[CH:12][C:11]([F:14])=[C:10]([F:15])[CH:9]=1)=[O:5].[CH3:21][O:22][Na]. (3) Given the product [NH2:21][C:13]1[N:14]=[C:15]([C:16]2[O:17][CH:18]=[CH:19][CH:20]=2)[C:10]2[N:9]=[N:8][N:7]([CH2:6][C:5]3[CH:22]=[CH:23][C:2]([NH:1][C:26](=[O:27])[O:28][CH2:29][CH3:30])=[C:3]([CH3:24])[CH:4]=3)[C:11]=2[N:12]=1, predict the reactants needed to synthesize it. The reactants are: [NH2:1][C:2]1[CH:23]=[CH:22][C:5]([CH2:6][N:7]2[C:11]3[N:12]=[C:13]([NH2:21])[N:14]=[C:15]([C:16]4[O:17][CH:18]=[CH:19][CH:20]=4)[C:10]=3[N:9]=[N:8]2)=[CH:4][C:3]=1[CH3:24].Cl[C:26]([O:28][CH2:29][CH3:30])=[O:27].O.